Dataset: Full USPTO retrosynthesis dataset with 1.9M reactions from patents (1976-2016). Task: Predict the reactants needed to synthesize the given product. (1) The reactants are: [Cl:1][C:2]1[CH:3]=[C:4]([NH:9][C:10]2[C:28]3[C:14](=[CH:15][C:16]4[O:17][CH2:18][CH2:19][CH2:20]S[CH2:22][CH2:23][CH2:24][O:25][C:26]=4[CH:27]=3)[N:13]=[CH:12][N:11]=2)[CH:5]=[CH:6][C:7]=1[F:8].O[O:30][S:31]([O-:33])=O.[K+].O. Given the product [Cl:1][C:2]1[CH:3]=[C:4]([NH:9][C:10]2[C:28]3[C:14](=[CH:15][C:16]4[O:17][CH2:18][CH2:19][CH2:20][S:31](=[O:33])(=[O:30])[CH2:22][CH2:23][CH2:24][O:25][C:26]=4[CH:27]=3)[N:13]=[CH:12][N:11]=2)[CH:5]=[CH:6][C:7]=1[F:8], predict the reactants needed to synthesize it. (2) Given the product [N:1]([C:4]1[CH:5]=[CH:6][C:7]([CH3:30])=[C:8]([C:10]([C:12]2[CH:17]=[CH:16][C:15]([NH:18][C:19]3[CH:24]=[CH:23][C:22]([O:39][CH3:38])=[CH:21][CH:20]=3)=[CH:14][C:13]=2[Cl:29])=[O:11])[CH:9]=1)=[N+:2]=[N-:3], predict the reactants needed to synthesize it. The reactants are: [N:1]([C:4]1[CH:5]=[CH:6][C:7]([CH3:30])=[C:8]([C:10]([C:12]2[CH:17]=[CH:16][C:15]([NH:18][C:19]3[CH:24]=[CH:23][C:22](C(F)(F)F)=[CH:21][CH:20]=3)=[CH:14][C:13]=2[Cl:29])=[O:11])[CH:9]=1)=[N+:2]=[N-:3].NC1C=CC(C)=C([C:38](C2C=CC(NC3C=CC(OC)=CC=3)=CC=2Cl)=[O:39])C=1. (3) Given the product [OH:8][CH2:9][CH2:10][O:11][C:12]1[CH:13]=[CH:14][C:15]([C:28]2[NH:37][C:36](=[O:38])[C:35]3[C:30](=[CH:31][C:32]([O:41][CH3:42])=[CH:33][C:34]=3[O:39][CH3:40])[N:29]=2)=[N:16][C:17]=1[C:18]1[CH:19]=[CH:20][C:21]([S:24]([CH3:27])(=[O:26])=[O:25])=[CH:22][CH:23]=1, predict the reactants needed to synthesize it. The reactants are: [Si]([O:8][CH2:9][CH2:10][O:11][C:12]1[CH:13]=[CH:14][C:15]([C:28]2[NH:37][C:36](=[O:38])[C:35]3[C:30](=[CH:31][C:32]([O:41][CH3:42])=[CH:33][C:34]=3[O:39][CH3:40])[N:29]=2)=[N:16][C:17]=1[C:18]1[CH:23]=[CH:22][C:21]([S:24]([CH3:27])(=[O:26])=[O:25])=[CH:20][CH:19]=1)(C(C)(C)C)(C)C.CCCC[N+](CCCC)(CCCC)CCCC.[F-]. (4) Given the product [Cl:58][CH2:57][CH2:56][CH2:55][O:1][C:2]1[CH:7]=[CH:6][C:5]([CH2:8][C:9]2[C:10]([O:17][C@@H:18]3[O:44][C@H:43]([CH2:45][O:46][C:47](=[O:52])[C:48]([CH3:51])([CH3:50])[CH3:49])[C@@H:35]([O:36][C:37](=[O:42])[C:38]([CH3:39])([CH3:41])[CH3:40])[C@H:27]([O:28][C:29](=[O:34])[C:30]([CH3:31])([CH3:32])[CH3:33])[C@H:19]3[O:20][C:21](=[O:26])[C:22]([CH3:25])([CH3:23])[CH3:24])=[N:11][NH:12][C:13]=2[CH:14]([CH3:16])[CH3:15])=[C:4]([CH3:53])[CH:3]=1, predict the reactants needed to synthesize it. The reactants are: [OH:1][C:2]1[CH:7]=[CH:6][C:5]([CH2:8][C:9]2[C:10]([O:17][C@@H:18]3[O:44][C@H:43]([CH2:45][O:46][C:47](=[O:52])[C:48]([CH3:51])([CH3:50])[CH3:49])[C@@H:35]([O:36][C:37](=[O:42])[C:38]([CH3:41])([CH3:40])[CH3:39])[C@H:27]([O:28][C:29](=[O:34])[C:30]([CH3:33])([CH3:32])[CH3:31])[C@H:19]3[O:20][C:21](=[O:26])[C:22]([CH3:25])([CH3:24])[CH3:23])=[N:11][NH:12][C:13]=2[CH:14]([CH3:16])[CH3:15])=[C:4]([CH3:53])[CH:3]=1.Br[CH2:55][CH2:56][CH2:57][Cl:58].[OH-].[Na+].Cl.